This data is from Forward reaction prediction with 1.9M reactions from USPTO patents (1976-2016). The task is: Predict the product of the given reaction. (1) The product is: [N:5]1[CH:6]=[CH:7][N:8]=[CH:9][C:4]=1[C:3]1[CH:12]=[C:11]([C:13]2[CH:14]=[C:15]([C:19](=[O:21])[CH3:20])[CH:16]=[CH:17][CH:18]=2)[O:1][N:2]=1. Given the reactants [OH:1][N:2]=[C:3](Cl)[C:4]1[CH:9]=[N:8][CH:7]=[CH:6][N:5]=1.[C:11]([C:13]1[CH:14]=[C:15]([C:19](=[O:21])[CH3:20])[CH:16]=[CH:17][CH:18]=1)#[CH:12].N, predict the reaction product. (2) Given the reactants [Br:1][C:2]1[CH:3]=[N:4][C:5]2[N:6]([N:8]=[C:9]([C:11]([OH:13])=O)[CH:10]=2)[CH:7]=1.[F:14][C:15]1[CH:24]=[C:23]2[C:18]([CH2:19][CH2:20][NH:21][N:22]2[CH3:25])=[CH:17][CH:16]=1, predict the reaction product. The product is: [F:14][C:15]1[CH:24]=[C:23]2[C:18]([CH2:19][CH2:20][N:21]([C:11]([C:9]3[CH:10]=[C:5]4[N:4]=[CH:3][C:2]([Br:1])=[CH:7][N:6]4[N:8]=3)=[O:13])[N:22]2[CH3:25])=[CH:17][CH:16]=1. (3) Given the reactants [F:1][C:2]1[CH:7]=[C:6]([I:8])[CH:5]=[CH:4][C:3]=1[N:9]1[C:17]2[C:12](=[CH:13][N:14]([CH3:20])[C:15](=[O:19])[C:16]=2[CH3:18])[NH:11]C1=O.[H-].[Na+].[CH:24]1([S:27](Cl)(=[O:29])=[O:28])[CH2:26][CH2:25]1.[OH-].[Na+].Cl, predict the reaction product. The product is: [F:1][C:2]1[CH:7]=[C:6]([I:8])[CH:5]=[CH:4][C:3]=1[NH:9][C:17]1[C:12]([NH:11][S:27]([CH:24]2[CH2:26][CH2:25]2)(=[O:29])=[O:28])=[CH:13][N:14]([CH3:20])[C:15](=[O:19])[C:16]=1[CH3:18]. (4) Given the reactants O.[S:2]([C:6]1[CH:11]=[CH:10][CH:9]=[CH:8][CH:7]=1)([OH:5])(=[O:4])=[O:3].[C:12]([C@@H:14]1[CH2:18][CH2:17][CH2:16][N:15]1[C:19](=[O:33])[CH2:20][NH:21][C@H:22]1[CH2:27][CH2:26][C@H:25]([C:28]([N:30]([CH3:32])[CH3:31])=[O:29])[CH2:24][CH2:23]1)#[N:13], predict the reaction product. The product is: [S:2]([C:6]1[CH:11]=[CH:10][CH:9]=[CH:8][CH:7]=1)([OH:5])(=[O:4])=[O:3].[C:12]([C@@H:14]1[CH2:18][CH2:17][CH2:16][N:15]1[C:19](=[O:33])[CH2:20][NH:21][C@H:22]1[CH2:23][CH2:24][C@H:25]([C:28]([N:30]([CH3:31])[CH3:32])=[O:29])[CH2:26][CH2:27]1)#[N:13]. (5) Given the reactants [NH2:1][CH2:2][CH2:3][CH2:4][N:5]1[CH2:9][CH2:8][CH:7]([C:10]#[N:11])[CH2:6]1.Cl[C:13]1[N:14]=[N+:15]([O-:26])[C:16]2[CH:25]=[C:24]3[C:20]([CH2:21][CH2:22][CH2:23]3)=[CH:19][C:17]=2[N:18]=1.CCN(CC)CC, predict the reaction product. The product is: [O-:26][N+:15]1[C:16]2[CH:25]=[C:24]3[C:20](=[CH:19][C:17]=2[N:18]=[C:13]([NH:1][CH2:2][CH2:3][CH2:4][N:5]2[CH2:9][CH2:8][CH:7]([C:10]#[N:11])[CH2:6]2)[N:14]=1)[CH2:21][CH2:22][CH2:23]3. (6) Given the reactants [Cl:1][C:2]1[CH:7]=[C:6]([Cl:8])[CH:5]=[CH:4][C:3]=1[CH2:9][N:10]1[C:15](=[O:16])[C:14]([C:17]([NH:19][CH2:20][C:21]([O:23]CC)=[O:22])=[O:18])=[C:13]([OH:26])[C:12]([C:27]([O:29]C)=O)=[C:11]1[OH:31].[F:32][C:33]([F:42])([F:41])[C:34]1[CH:40]=[CH:39][CH:38]=[CH:37][C:35]=1[NH2:36], predict the reaction product. The product is: [Cl:1][C:2]1[CH:7]=[C:6]([Cl:8])[CH:5]=[CH:4][C:3]=1[CH2:9][N:10]1[C:11]([OH:31])=[C:12]([C:27]([NH:36][C:35]2[CH:37]=[CH:38][CH:39]=[CH:40][C:34]=2[C:33]([F:32])([F:41])[F:42])=[O:29])[C:13]([OH:26])=[C:14]([C:17]([NH:19][CH2:20][C:21]([OH:23])=[O:22])=[O:18])[C:15]1=[O:16]. (7) Given the reactants [F:1][C:2]([F:6])([F:5])[CH2:3][OH:4].C(=O)([O-])[O-].[Cs+].[Cs+].Cl.Cl[CH2:15][C:16]1[C:26]([CH3:27])=[CH:25][C:19]([C:20]([O:22]CC)=[O:21])=[CH:18][N:17]=1.[OH-].[Na+].Cl, predict the reaction product. The product is: [CH3:27][C:26]1[C:16]([CH2:15][O:4][CH2:3][C:2]([F:6])([F:5])[F:1])=[N:17][CH:18]=[C:19]([CH:25]=1)[C:20]([OH:22])=[O:21].